From a dataset of Forward reaction prediction with 1.9M reactions from USPTO patents (1976-2016). Predict the product of the given reaction. Given the reactants [CH3:1][C:2]1[CH:7]=[C:6]([C:8](=[O:15])[CH2:9][CH2:10][CH2:11][CH2:12][CH2:13][CH3:14])[CH:5]=[CH:4][C:3]=1[C:16]1[CH:21]=[CH:20][C:19]([C:22]([F:25])([F:24])[F:23])=[CH:18][CH:17]=1.[BH4-].[Na+].C(=O)(O)[O-].[Na+].[Cl-].[Na+], predict the reaction product. The product is: [CH3:1][C:2]1[CH:7]=[C:6]([CH:8]([OH:15])[CH2:9][CH2:10][CH2:11][CH2:12][CH2:13][CH3:14])[CH:5]=[CH:4][C:3]=1[C:16]1[CH:17]=[CH:18][C:19]([C:22]([F:23])([F:24])[F:25])=[CH:20][CH:21]=1.